Dataset: Reaction yield outcomes from USPTO patents with 853,638 reactions. Task: Predict the reaction yield, written as a fraction of the theoretical maximum amount of product (1.0 means a 100% yield; for example, 0.34 means a 34% yield). (1) The reactants are [Cl:1][C:2]1[CH:22]=[CH:21][C:5]2[N:6]=[C:7]([C:11]3[CH:16]=[CH:15][CH:14]=[CH:13][C:12]=3[O:17]C(=O)C)O[C:9](=[O:10])[C:4]=2[CH:3]=1.[F:23][C:24]1[CH:29]=[CH:28][CH:27]=[CH:26][C:25]=1[CH2:30][CH2:31][NH2:32]. No catalyst specified. The product is [Cl:1][C:2]1[CH:3]=[C:4]2[C:5](=[CH:21][CH:22]=1)[N:6]=[C:7]([C:11]1[CH:16]=[CH:15][CH:14]=[CH:13][C:12]=1[OH:17])[N:32]([CH2:31][CH2:30][C:25]1[CH:26]=[CH:27][CH:28]=[CH:29][C:24]=1[F:23])[C:9]2=[O:10]. The yield is 0.800. (2) The reactants are [C:1]([O:5][C:6]([NH:8][CH:9]([C:11]1[S:12][C:13]([C:16]([OH:18])=[O:17])=[CH:14][N:15]=1)[CH3:10])=[O:7])([CH3:4])([CH3:3])[CH3:2].[OH-].[K+].[CH2:21](Br)[C:22]1[CH:27]=[CH:26][CH:25]=[CH:24][CH:23]=1. The catalyst is CS(C)=O. The product is [C:1]([O:5][C:6]([NH:8][CH:9]([C:11]1[S:12][C:13]([C:16]([O:18][CH2:21][C:22]2[CH:27]=[CH:26][CH:25]=[CH:24][CH:23]=2)=[O:17])=[CH:14][N:15]=1)[CH3:10])=[O:7])([CH3:2])([CH3:3])[CH3:4]. The yield is 0.730. (3) The reactants are [Cl:1][C:2]1[CH:8]=[C:7]([O:9][C:10]2[C:19]3[C:14](=[CH:15][C:16]([O:22][CH3:23])=[C:17]([O:20][CH3:21])[CH:18]=3)[N:13]=[CH:12][N:11]=2)[CH:6]=[CH:5][C:3]=1[NH2:4].C1(C)C=CC=CC=1.C(N(CC)CC)C.Cl[C:39](Cl)([O:41]C(=O)OC(Cl)(Cl)Cl)Cl.[CH3:50][O:51][C:52]1[CH:53]=[C:54]([CH:58]=[CH:59][CH:60]=1)[CH:55]([OH:57])[CH3:56]. The catalyst is C(Cl)Cl. The product is [Cl:1][C:2]1[CH:8]=[C:7]([O:9][C:10]2[C:19]3[C:14](=[CH:15][C:16]([O:22][CH3:23])=[C:17]([O:20][CH3:21])[CH:18]=3)[N:13]=[CH:12][N:11]=2)[CH:6]=[CH:5][C:3]=1[NH:4][C:39](=[O:41])[O:57][CH:55]([C:54]1[CH:58]=[CH:59][CH:60]=[C:52]([O:51][CH3:50])[CH:53]=1)[CH3:56]. The yield is 0.550. (4) The reactants are C([N:8]1[CH2:11][C:10]2([CH2:14][N:13]([S:15]([C:18]3[CH:23]=[CH:22][C:21]([CH3:24])=[CH:20][CH:19]=3)(=[O:17])=[O:16])[CH2:12]2)[CH2:9]1)C1C=CC=CC=1.O([C:33]([O:35][C:36]([CH3:39])([CH3:38])[CH3:37])=[O:34])[C:33]([O:35][C:36]([CH3:39])([CH3:38])[CH3:37])=[O:34]. The catalyst is CO.[Pd]. The product is [C:36]([O:35][C:33]([N:8]1[CH2:9][C:10]2([CH2:14][N:13]([S:15]([C:18]3[CH:23]=[CH:22][C:21]([CH3:24])=[CH:20][CH:19]=3)(=[O:16])=[O:17])[CH2:12]2)[CH2:11]1)=[O:34])([CH3:37])([CH3:38])[CH3:39]. The yield is 0.650. (5) The reactants are [Br:1][C:2]1[CH:7]=[CH:6][C:5]([CH2:8][C:9]([OH:11])=O)=[CH:4][CH:3]=1.[C:12](N1C=CN=C1)([N:14]1C=CN=[CH:15]1)=O.C(N(CC)CC)C.Cl.CNC. The catalyst is ClCCl. The product is [Br:1][C:2]1[CH:7]=[CH:6][C:5]([CH2:8][C:9]([N:14]([CH3:15])[CH3:12])=[O:11])=[CH:4][CH:3]=1. The yield is 0.640. (6) The reactants are [CH2:1]([O:3][C:4]1[CH:12]=[CH:11][C:7]([C:8]([OH:10])=[O:9])=[CH:6][N:5]=1)[CH3:2].C1N=C[N:15](C(N2C=NC=C2)=O)C=1.CS(O)(=O)=O.[NH2:30][CH2:31][C:32]1[CH:33]=[C:34]2[C:38](=[CH:39][CH:40]=1)[C:37](=[O:41])[N:36]([CH:42]1[CH2:47][CH2:46][C:45](=[O:48])[NH:44][C:43]1=[O:49])[CH2:35]2.O. The catalyst is CN(C)C=O. The product is [O:49]=[C:43]1[CH:42]([N:36]2[CH2:35][C:34]3[C:38](=[CH:39][CH:40]=[C:32]([CH2:31][NH:30][C:8](=[O:10])[C:7]4[CH:11]=[CH:12][C:4]([O:3][CH2:1][CH3:2])=[N:5][CH:6]=4)[CH:33]=3)[C:37]2=[O:41])[CH2:47][CH2:46][C:45](=[O:48])[NH:44]1.[CH2:1]([O:3][C:4]1[N:5]=[N:15][C:7]([C:8]([OH:10])=[O:9])=[CH:11][CH:12]=1)[CH3:2]. The yield is 0.530.